Dataset: Reaction yield outcomes from USPTO patents with 853,638 reactions. Task: Predict the reaction yield, written as a fraction of the theoretical maximum amount of product (1.0 means a 100% yield; for example, 0.34 means a 34% yield). (1) The reactants are [OH:1][C:2]1[CH:9]=[CH:8][C:5]([C:6]#[N:7])=[CH:4][CH:3]=1.C(=O)([O-])[O-].[Cs+].[Cs+].CC(N(C)C)=O.Br[C:23]1[S:27][C:26]([CH:28]=[O:29])=[CH:25][CH:24]=1. The catalyst is O. The product is [CH:28]([C:26]1[S:27][C:23]([O:1][C:2]2[CH:9]=[CH:8][C:5]([C:6]#[N:7])=[CH:4][CH:3]=2)=[CH:24][CH:25]=1)=[O:29]. The yield is 0.320. (2) The reactants are [F:1][C:2]1[C:10]2[O:9][CH:8]=[CH:7][C:6]=2[CH:5]=[CH:4][CH:3]=1.[Li]CCCC.[O:16]=[C:17]1[CH2:22][CH2:21][N:20]([C:23]([O:25][C:26]([CH3:29])([CH3:28])[CH3:27])=[O:24])[CH2:19][CH2:18]1. The catalyst is C1COCC1. The product is [F:1][C:2]1[C:10]2[O:9][C:8]([C:17]3([OH:16])[CH2:18][CH2:19][N:20]([C:23]([O:25][C:26]([CH3:28])([CH3:27])[CH3:29])=[O:24])[CH2:21][CH2:22]3)=[CH:7][C:6]=2[CH:5]=[CH:4][CH:3]=1. The yield is 0.830. (3) The reactants are [F:1][C:2]([F:22])([F:21])[S:3]([CH:6]([S:14]([C:17]([F:20])([F:19])[F:18])(=[O:16])=[O:15])[S:7]([C:10]([F:13])([F:12])[F:11])(=[O:9])=[O:8])(=[O:5])=[O:4].O.[OH-].[Li+:25]. The catalyst is O. The product is [C-:6]([S:3]([C:2]([F:22])([F:1])[F:21])(=[O:5])=[O:4])([S:14]([C:17]([F:18])([F:19])[F:20])(=[O:15])=[O:16])[S:7]([C:10]([F:13])([F:12])[F:11])(=[O:8])=[O:9].[Li+:25]. The yield is 0.514. (4) The reactants are [F:1][C:2]1[CH:3]=[C:4]2[C:8](=[CH:9][C:10]=1F)[NH:7][C:6](=[O:12])[C:5]2=[O:13].[CH3:14][N:15]1[CH2:20][CH2:19][NH:18][CH2:17][CH2:16]1. The catalyst is CS(C)=O.C(OCC)(=O)C. The product is [F:1][C:2]1[CH:3]=[C:4]2[C:8](=[CH:9][C:10]=1[N:18]1[CH2:19][CH2:20][N:15]([CH3:14])[CH2:16][CH2:17]1)[NH:7][C:6](=[O:12])[C:5]2=[O:13]. The yield is 0.720. (5) The catalyst is O1CCCC1. The reactants are [Cl:1][C:2]1[CH:10]=[C:9]2[C:5]([CH:6]=[CH:7][NH:8]2)=[CH:4][CH:3]=1.[F:11][C:12]([F:23])([F:22])[C:13](O[C:13](=[O:14])[C:12]([F:23])([F:22])[F:11])=[O:14].O. The yield is 0.930. The product is [Cl:1][C:2]1[CH:10]=[C:9]2[C:5]([C:6]([C:13](=[O:14])[C:12]([F:23])([F:22])[F:11])=[CH:7][NH:8]2)=[CH:4][CH:3]=1. (6) The reactants are Br[C:2]1[CH:3]=[C:4]([CH:8]2[CH2:17][C:16]([CH3:19])([CH3:18])[C:15]3[C:10](=[CH:11][CH:12]=[C:13]([C:20]#[N:21])[CH:14]=3)[N:9]2[CH3:22])[CH:5]=[CH:6][CH:7]=1.[NH2:23][C:24]1([C:27]([OH:29])=[O:28])[CH2:26][CH2:25]1.C(=O)([O-])[O-].[K+].[K+]. The catalyst is CS(C)=O.[Cu]I. The product is [C:20]([C:13]1[CH:14]=[C:15]2[C:10](=[CH:11][CH:12]=1)[N:9]([CH3:22])[CH:8]([C:4]1[CH:3]=[C:2]([NH:23][C:24]3([C:27]([OH:29])=[O:28])[CH2:26][CH2:25]3)[CH:7]=[CH:6][CH:5]=1)[CH2:17][C:16]2([CH3:19])[CH3:18])#[N:21]. The yield is 0.301. (7) The reactants are [Cl:1][C:2]1[C:11]2[C:6](=[CH:7][CH:8]=[C:9]([OH:12])[CH:10]=2)[N:5]=[CH:4][N:3]=1.O[CH2:14][CH:15]1[CH2:19][CH2:18][N:17]([C:20]([O:22][C:23]([CH3:26])([CH3:25])[CH3:24])=[O:21])[CH2:16]1. No catalyst specified. The product is [Cl:1][C:2]1[C:11]2[C:6](=[CH:7][CH:8]=[C:9]([O:12][CH2:14][CH:15]3[CH2:19][CH2:18][N:17]([C:20]([O:22][C:23]([CH3:24])([CH3:26])[CH3:25])=[O:21])[CH2:16]3)[CH:10]=2)[N:5]=[CH:4][N:3]=1. The yield is 0.460. (8) The yield is 0.580. The product is [CH3:1][O:2][C:3]1[CH:4]=[C:5]2[C:10](=[CH:11][C:12]=1[O:13][CH3:14])[N:9]=[CH:8][CH:7]=[C:6]2[O:15][C:16]1[C:22]([CH3:23])=[CH:21][C:19]([NH:20][C:43](=[O:49])[O:44][CH2:45][CH2:58][CH2:57][O:56][C:55]2[CH:61]=[CH:62][C:52]([F:51])=[CH:53][CH:54]=2)=[C:18]([CH3:24])[CH:17]=1. The reactants are [CH3:1][O:2][C:3]1[CH:4]=[C:5]2[C:10](=[CH:11][C:12]=1[O:13][CH3:14])[N:9]=[CH:8][CH:7]=[C:6]2[O:15][C:16]1[C:22]([CH3:23])=[CH:21][C:19]([NH2:20])=[C:18]([CH3:24])[CH:17]=1.C1(C)C=CC=CC=1.C(N(CC)CC)C.ClC(Cl)(O[C:43](=[O:49])[O:44][C:45](Cl)(Cl)Cl)Cl.[F:51][C:52]1[CH:62]=[CH:61][C:55]([O:56][CH2:57][CH2:58]CO)=[CH:54][CH:53]=1. The catalyst is C(Cl)Cl. (9) The reactants are [F:1][C:2]1[CH:7]=[CH:6][C:5]([N:8]2[C:16]3[C:11](=[CH:12][C:13]([O:17][C@H:18]([C:22]4[CH:27]=[CH:26][C:25]([S:28][CH3:29])=[C:24]([O:30][CH3:31])[CH:23]=4)[C@@H:19]([NH2:21])[CH3:20])=[CH:14][CH:15]=3)[CH:10]=[N:9]2)=[CH:4][CH:3]=1.C(N(C(C)C)C(C)C)C.[F:41][C:42]([F:53])([F:52])[C:43](O[C:43](=[O:44])[C:42]([F:53])([F:52])[F:41])=[O:44]. The catalyst is C1COCC1. The product is [F:41][C:42]([F:53])([F:52])[C:43]([NH:21][C@@H:19]([CH3:20])[C@H:18]([O:17][C:13]1[CH:12]=[C:11]2[C:16](=[CH:15][CH:14]=1)[N:8]([C:5]1[CH:6]=[CH:7][C:2]([F:1])=[CH:3][CH:4]=1)[N:9]=[CH:10]2)[C:22]1[CH:27]=[CH:26][C:25]([S:28][CH3:29])=[C:24]([O:30][CH3:31])[CH:23]=1)=[O:44]. The yield is 0.150. (10) The reactants are [Cl:1][C:2]1[CH:3]=[C:4]([CH:9]=[C:10]([N:12]([CH3:22])[S:13]([C:16]2[CH:17]=[N:18][CH:19]=[CH:20][CH:21]=2)(=[O:15])=[O:14])[N:11]=1)[C:5]([O:7]C)=[O:6].CO.[OH-].[Na+].Cl. The catalyst is CCOC(C)=O.C1COCC1. The product is [Cl:1][C:2]1[CH:3]=[C:4]([CH:9]=[C:10]([N:12]([CH3:22])[S:13]([C:16]2[CH:17]=[N:18][CH:19]=[CH:20][CH:21]=2)(=[O:15])=[O:14])[N:11]=1)[C:5]([OH:7])=[O:6]. The yield is 0.880.